Predict the reactants needed to synthesize the given product. From a dataset of Full USPTO retrosynthesis dataset with 1.9M reactions from patents (1976-2016). Given the product [F:1][C:2]1[CH:7]=[C:6]([F:8])[CH:5]=[C:4]([F:9])[C:3]=1[O:10][C:18]1[N:27]=[CH:26][CH:25]=[C:24]([CH:28]=[CH2:29])[C:19]=1[C:20]([O:22][CH3:23])=[O:21], predict the reactants needed to synthesize it. The reactants are: [F:1][C:2]1[CH:7]=[C:6]([F:8])[CH:5]=[C:4]([F:9])[C:3]=1[OH:10].C(=O)([O-])[O-].[K+].[K+].F[C:18]1[N:27]=[CH:26][CH:25]=[C:24]([CH:28]=[CH2:29])[C:19]=1[C:20]([O:22][CH3:23])=[O:21].